Dataset: NCI-60 drug combinations with 297,098 pairs across 59 cell lines. Task: Regression. Given two drug SMILES strings and cell line genomic features, predict the synergy score measuring deviation from expected non-interaction effect. Drug 1: C(=O)(N)NO. Drug 2: CC12CCC3C(C1CCC2O)C(CC4=C3C=CC(=C4)O)CCCCCCCCCS(=O)CCCC(C(F)(F)F)(F)F. Cell line: SNB-75. Synergy scores: CSS=1.88, Synergy_ZIP=0.816, Synergy_Bliss=3.31, Synergy_Loewe=1.46, Synergy_HSA=1.79.